The task is: Predict the reaction yield, written as a fraction of the theoretical maximum amount of product (1.0 means a 100% yield; for example, 0.34 means a 34% yield).. This data is from Reaction yield outcomes from USPTO patents with 853,638 reactions. (1) The catalyst is C(Cl)(Cl)(Cl)Cl.C(Cl)(Cl)Cl. The yield is 0.770. The product is [Cl:13][C:5]1[CH:4]=[C:3]([CH2:1][CH3:2])[CH:8]=[CH:7][C:6]=1[OH:9]. The reactants are [CH2:1]([C:3]1[CH:8]=[CH:7][C:6]([OH:9])=[CH:5][CH:4]=1)[CH3:2].S(Cl)([Cl:13])(=O)=O. (2) The reactants are Cl.[NH2:2][C:3]1[C:11]([OH:12])=[C:10]2[C:6]([CH2:7][CH2:8][CH:9]2[CH2:13][CH2:14][NH:15][C:16](=[O:18])[CH3:17])=[CH:5][CH:4]=1.[C:19](Cl)(=[O:23])[CH:20]([CH3:22])[CH3:21].O. The catalyst is N1C=CC=CC=1. The product is [C:16]([NH:15][CH2:14][CH2:13][CH:9]1[C:10]2[C:6](=[CH:5][CH:4]=[C:3]([NH:2][C:19](=[O:23])[CH:20]([CH3:22])[CH3:21])[C:11]=2[OH:12])[CH2:7][CH2:8]1)(=[O:18])[CH3:17]. The yield is 1.00. (3) The reactants are Br[C:2]1[S:3][C:4]([C:10]2[N:14]=[CH:13][N:12]([CH:15]3[CH2:20][CH2:19][CH2:18][CH2:17][O:16]3)[N:11]=2)=[C:5]([Br:9])[C:6]=1[C:7]#[N:8].C([Sn](CCCC)(CCCC)[C:26]1[CH:31]=[CH:30][N:29]=[N:28][CH:27]=1)CCC.[Cl-].[Li+].O1CCOCC1. The catalyst is CO.C(Cl)Cl.[Cu]I.C1C=CC([P]([Pd]([P](C2C=CC=CC=2)(C2C=CC=CC=2)C2C=CC=CC=2)([P](C2C=CC=CC=2)(C2C=CC=CC=2)C2C=CC=CC=2)[P](C2C=CC=CC=2)(C2C=CC=CC=2)C2C=CC=CC=2)(C2C=CC=CC=2)C2C=CC=CC=2)=CC=1. The product is [Br:9][C:5]1[C:6]([C:7]#[N:8])=[C:2]([C:26]2[CH:31]=[CH:30][N:29]=[N:28][CH:27]=2)[S:3][C:4]=1[C:10]1[N:14]=[CH:13][N:12]([CH:15]2[CH2:20][CH2:19][CH2:18][CH2:17][O:16]2)[N:11]=1. The yield is 0.577.